This data is from Full USPTO retrosynthesis dataset with 1.9M reactions from patents (1976-2016). The task is: Predict the reactants needed to synthesize the given product. (1) Given the product [CH3:21][C:2]([CH3:20])([CH3:1])[C:3]([C:5]1[C:13]2[C:8](=[CH:9][C:10]([O:14][CH3:15])=[CH:11][CH:12]=2)[N:7]([CH2:16][C:17]([N:35]([CH2:36][C:37]([CH3:40])([CH3:39])[CH3:38])[CH2:33][CH3:34])=[O:18])[N:6]=1)=[O:4], predict the reactants needed to synthesize it. The reactants are: [CH3:1][C:2]([CH3:21])([CH3:20])[C:3]([C:5]1[C:13]2[C:8](=[CH:9][C:10]([O:14][CH3:15])=[CH:11][CH:12]=2)[N:7]([CH2:16][C:17](O)=[O:18])[N:6]=1)=[O:4].C1C=CC2N(O)N=NC=2C=1.Cl.[CH2:33]([NH:35][CH2:36][C:37]([CH3:40])([CH3:39])[CH3:38])[CH3:34].CCN(C(C)C)C(C)C. (2) The reactants are: [O:1]1[CH2:5][CH2:4][CH2:3][C@@H:2]1[CH2:6][O:7][C:8]1[CH:9]=[C:10]([CH:27]=[C:28](B2OC(C)(C)C(C)(C)O2)[CH:29]=1)[CH2:11][O:12][C:13]1[CH:18]=[CH:17][CH:16]=[CH:15][C:14]=1[CH2:19][C:20]([O:22]C(C)(C)C)=[O:21].Br[C:40]1[C:41]([F:57])=[C:42]([CH:46]([NH:49]C(=O)OC(C)(C)C)[CH2:47][F:48])[CH:43]=[CH:44][CH:45]=1. Given the product [NH2:49][CH:46]([C:42]1[C:41]([F:57])=[C:40]([C:28]2[CH:29]=[C:8]([O:7][CH2:6][C@H:2]3[CH2:3][CH2:4][CH2:5][O:1]3)[CH:9]=[C:10]([CH2:11][O:12][C:13]3[CH:18]=[CH:17][CH:16]=[CH:15][C:14]=3[CH2:19][C:20]([OH:22])=[O:21])[CH:27]=2)[CH:45]=[CH:44][CH:43]=1)[CH2:47][F:48], predict the reactants needed to synthesize it. (3) Given the product [Cl:1][C:2]1[CH:7]=[C:6]([C:8]([F:11])([F:10])[F:9])[CH:5]=[C:4]([N:12]2[CH:16]=[C:15]([CH3:17])[N:14]=[CH:13]2)[C:3]=1[NH2:18], predict the reactants needed to synthesize it. The reactants are: [Cl:1][C:2]1[C:3]([N+:18]([O-])=O)=[C:4]([N:12]2[CH:16]=[C:15]([CH3:17])[N:14]=[CH:13]2)[CH:5]=[C:6]([C:8]([F:11])([F:10])[F:9])[CH:7]=1.[OH-].[Na+]. (4) Given the product [N:1]1([CH2:7][CH2:8][CH2:9][NH:10][C:12]2[N:13]=[N+:14]([O-:26])[C:15]3[CH:25]=[C:24]4[C:19]([CH2:20][CH2:21][CH2:22][O:23]4)=[CH:18][C:16]=3[N:17]=2)[CH2:6][CH2:5][O:4][CH2:3][CH2:2]1, predict the reactants needed to synthesize it. The reactants are: [N:1]1([CH2:7][CH2:8][CH2:9][NH2:10])[CH2:6][CH2:5][O:4][CH2:3][CH2:2]1.Cl[C:12]1[N:13]=[N+:14]([O-:26])[C:15]2[CH:25]=[C:24]3[C:19]([CH2:20][CH2:21][CH2:22][O:23]3)=[CH:18][C:16]=2[N:17]=1. (5) Given the product [S:34]1[CH:38]=[CH:37][C:36]([CH2:23][C:24]2[O:28][N:27]=[C:26]([C:29]([O:31][CH2:32][CH3:33])=[O:30])[CH:25]=2)=[CH:35]1, predict the reactants needed to synthesize it. The reactants are: C(=O)([O-])[O-].[Na+].[Na+].C1(C)C=CC=CC=1.C(OP(O[CH2:23][C:24]1[O:28][N:27]=[C:26]([C:29]([O:31][CH2:32][CH3:33])=[O:30])[CH:25]=1)(OCC)=O)C.[S:34]1[CH:38]=[CH:37][C:36](B(O)O)=[CH:35]1.